This data is from Catalyst prediction with 721,799 reactions and 888 catalyst types from USPTO. The task is: Predict which catalyst facilitates the given reaction. (1) Reactant: C1N2CN3CN(C2)C[N:2]1C3.Br[CH2:12][C:13]1[CH:14]=[C:15]([CH:21]=[C:22]([O:24][CH3:25])[N:23]=1)[C:16]([O:18][CH2:19][CH3:20])=[O:17]. Product: [NH2:2][CH2:12][C:13]1[CH:14]=[C:15]([CH:21]=[C:22]([O:24][CH3:25])[N:23]=1)[C:16]([O:18][CH2:19][CH3:20])=[O:17]. The catalyst class is: 22. (2) Reactant: [CH2:1]([O:3][C:4]1[N:9]=[CH:8][C:7]([CH2:10][N:11]2[CH:15]=[C:14]([C:16]([OH:18])=O)[C:13]([C:19]3[CH:24]=[CH:23][CH:22]=[CH:21][CH:20]=3)=[N:12]2)=[CH:6][CH:5]=1)[CH3:2].[NH2:25][CH2:26][C:27]1[CH:28]=[C:29]2[C:34](=[CH:35][CH:36]=1)[C:33]([NH2:37])=[N:32][CH:31]=[CH:30]2.C(N(CC)C(C)C)(C)C.CN(C(ON1N=NC2C=CC=NC1=2)=[N+](C)C)C.F[P-](F)(F)(F)(F)F. Product: [NH2:37][C:33]1[C:34]2[C:29](=[CH:28][C:27]([CH2:26][NH:25][C:16]([C:14]3[C:13]([C:19]4[CH:20]=[CH:21][CH:22]=[CH:23][CH:24]=4)=[N:12][N:11]([CH2:10][C:7]4[CH:8]=[N:9][C:4]([O:3][CH2:1][CH3:2])=[CH:5][CH:6]=4)[CH:15]=3)=[O:18])=[CH:36][CH:35]=2)[CH:30]=[CH:31][N:32]=1. The catalyst class is: 31. (3) Reactant: [CH3:1][C:2]([CH3:31])([CH3:30])[C:3]([C:5]1[C:13]2[C:8](=[N:9][CH:10]=[C:11]([C:14]3[CH:15]=[C:16]([CH:19]=[CH:20][CH:21]=3)[CH:17]=O)[N:12]=2)[N:7]([CH2:22][O:23][CH2:24][CH2:25][Si:26]([CH3:29])([CH3:28])[CH3:27])[CH:6]=1)=[O:4].[N:32]1[N:33]=[CH:34][N:35]2[CH2:40][CH2:39][NH:38][CH2:37][C:36]=12.C(O)(=O)C.C(O[BH-](OC(=O)C)OC(=O)C)(=O)C.[Na+]. Product: [N:32]1[N:33]=[CH:34][N:35]2[CH2:40][CH2:39][N:38]([CH2:17][C:16]3[CH:15]=[C:14]([C:11]4[N:12]=[C:13]5[C:5]([C:3](=[O:4])[C:2]([CH3:1])([CH3:31])[CH3:30])=[CH:6][N:7]([CH2:22][O:23][CH2:24][CH2:25][Si:26]([CH3:28])([CH3:29])[CH3:27])[C:8]5=[N:9][CH:10]=4)[CH:21]=[CH:20][CH:19]=3)[CH2:37][C:36]=12. The catalyst class is: 68. (4) Reactant: [F:1][C:2]([CH3:22])([CH3:21])[CH2:3][N:4]1[CH2:9][CH2:8][CH:7]([CH2:10][O:11][C:12]2[CH:17]=[CH:16][C:15](B(O)O)=[CH:14][CH:13]=2)[CH2:6][CH2:5]1.Br[C:24]1[CH:29]=[CH:28][C:27]([S:30]([CH3:33])(=[O:32])=[O:31])=[CH:26][N:25]=1.C([O-])([O-])=O.[Cs+].[Cs+].O1CCOCC1. Product: [F:1][C:2]([CH3:22])([CH3:21])[CH2:3][N:4]1[CH2:9][CH2:8][CH:7]([CH2:10][O:11][C:12]2[CH:17]=[CH:16][C:15]([C:24]3[CH:29]=[CH:28][C:27]([S:30]([CH3:33])(=[O:32])=[O:31])=[CH:26][N:25]=3)=[CH:14][CH:13]=2)[CH2:6][CH2:5]1. The catalyst class is: 6. (5) Reactant: C1(S([N:10]2[C:14]3[CH:15]=[CH:16][CH:17]=[CH:18][C:13]=3[N:12]=[C:11]2[CH2:19][N:20]([CH2:31][C:32]2[CH:48]=[CH:47][C:35]([CH2:36][NH:37][S:38]([C:41]3[CH:46]=[CH:45][CH:44]=[CH:43][CH:42]=3)(=[O:40])=[O:39])=[CH:34][CH:33]=2)[CH:21]2[C:30]3[N:29]=[CH:28][CH:27]=[CH:26][C:25]=3[CH2:24][CH2:23][CH2:22]2)(=O)=O)C=CC=CC=1.C(OCC)C. Product: [NH:10]1[C:14]2[CH:15]=[CH:16][CH:17]=[CH:18][C:13]=2[N:12]=[C:11]1[CH2:19][N:20]([CH2:31][C:32]1[CH:33]=[CH:34][C:35]([CH2:36][NH:37][S:38]([C:41]2[CH:42]=[CH:43][CH:44]=[CH:45][CH:46]=2)(=[O:40])=[O:39])=[CH:47][CH:48]=1)[CH:21]1[C:30]2[N:29]=[CH:28][CH:27]=[CH:26][C:25]=2[CH2:24][CH2:23][CH2:22]1. The catalyst class is: 844.